This data is from Full USPTO retrosynthesis dataset with 1.9M reactions from patents (1976-2016). The task is: Predict the reactants needed to synthesize the given product. Given the product [CH2:1]([O:8][C:9]1[CH:14]=[CH:13][C:12]([C@H:15]2[CH2:20][CH2:19][N:18]([CH:21]3[CH2:25][CH2:24][N:23]([CH2:26][C:27]4[CH:32]=[CH:31][C:30]([CH3:33])=[CH:29][CH:28]=4)[C:22]3=[O:34])[CH2:17][C@@H:16]2[F:42])=[CH:11][CH:10]=1)[C:2]1[CH:7]=[CH:6][CH:5]=[CH:4][CH:3]=1, predict the reactants needed to synthesize it. The reactants are: [CH2:1]([O:8][C:9]1[CH:14]=[CH:13][C:12]([CH:15]2[CH2:20][CH2:19][N:18]([CH:21]3[CH2:25][CH2:24][N:23]([CH2:26][C:27]4[CH:32]=[CH:31][C:30]([CH3:33])=[CH:29][CH:28]=4)[C:22]3=[O:34])[CH2:17][CH:16]2O)=[CH:11][CH:10]=1)[C:2]1[CH:7]=[CH:6][CH:5]=[CH:4][CH:3]=1.CCN(S(F)(F)[F:42])CC.